This data is from Catalyst prediction with 721,799 reactions and 888 catalyst types from USPTO. The task is: Predict which catalyst facilitates the given reaction. (1) Reactant: F[C:2]1[CH:7]=[C:6]([N+:8]([O-:10])=[O:9])[CH:5]=[C:4]([S:11]([CH3:14])(=[O:13])=[O:12])[CH:3]=1.[NH:15]1[CH2:20][CH2:19][O:18][CH2:17][CH2:16]1.O. Product: [CH3:14][S:11]([C:4]1[CH:3]=[C:2]([N:15]2[CH2:20][CH2:19][O:18][CH2:17][CH2:16]2)[CH:7]=[C:6]([N+:8]([O-:10])=[O:9])[CH:5]=1)(=[O:13])=[O:12]. The catalyst class is: 16. (2) Reactant: [CH3:1][O:2][C:3]1[C:4]([N+:30]([O-])=O)=[CH:5][C:6]2[CH2:7][C@H:8]3[N:19]([C:20]([O:22][CH2:23][C:24]4[CH:29]=[CH:28][CH:27]=[CH:26][CH:25]=4)=[O:21])[CH2:18][CH2:17][C@@:14]4([C:15]=2[CH:16]=1)[C@H:9]3[CH2:10][CH2:11][CH2:12][CH2:13]4.O.NN. Product: [NH2:30][C:4]1[C:3]([O:2][CH3:1])=[CH:16][C:15]2[C@:14]34[CH2:17][CH2:18][N:19]([C:20]([O:22][CH2:23][C:24]5[CH:25]=[CH:26][CH:27]=[CH:28][CH:29]=5)=[O:21])[C@@H:8]([C@@H:9]3[CH2:10][CH2:11][CH2:12][CH2:13]4)[CH2:7][C:6]=2[CH:5]=1. The catalyst class is: 94. (3) Reactant: [N:1]1[C:8](Cl)=[N:7][C:5](Cl)=[N:4][C:2]=1[Cl:3].[Al+3].[Cl-].[Cl-].[Cl-].[C:14]1([CH3:21])[CH:19]=[CH:18][CH:17]=[C:16]([CH3:20])[CH:15]=1.Cl. Product: [Cl:3][C:2]1[N:4]=[C:5]([C:19]2[CH:18]=[CH:17][C:16]([CH3:20])=[CH:15][C:14]=2[CH3:21])[N:7]=[C:8]([C:19]2[CH:18]=[CH:17][C:16]([CH3:20])=[CH:15][C:14]=2[CH3:21])[N:1]=1.[CH3:21][C:14]1[CH:15]=[C:16]([CH3:20])[CH:17]=[CH:18][C:19]=1[C:2]1[N:4]=[C:5]([C:19]2[CH:18]=[CH:17][C:16]([CH3:20])=[CH:15][C:14]=2[CH3:21])[N:7]=[C:8]([C:19]2[CH:18]=[CH:17][C:16]([CH3:20])=[CH:15][C:14]=2[CH3:21])[N:1]=1. The catalyst class is: 159. (4) Reactant: [C:1]([C:4]1[C:34](=[O:35])[C@@:8]2([CH3:36])[C:9]3[C:15]([OH:16])=[CH:14][C:13]([O:17][CH3:18])=[C:12]([C:19]([NH:21][CH2:22][C:23]4[C:32]5[C:27](=[CH:28][CH:29]=[CH:30][CH:31]=5)[CH:26]=[CH:25][C:24]=4[CH3:33])=[O:20])[C:10]=3[O:11][C:7]2=[CH:6][C:5]=1[OH:37])(=O)[CH3:2].Cl.[CH2:39]([O:46][NH2:47])[C:40]1[CH:45]=[CH:44][CH:43]=[CH:42][CH:41]=1.C(=O)(O)[O-].[Na+]. Product: [CH2:39]([O:46]/[N:47]=[C:1](/[C:4]1[C:34](=[O:35])[C@@:8]2([CH3:36])[C:9]3[C:15]([OH:16])=[CH:14][C:13]([O:17][CH3:18])=[C:12]([C:19]([NH:21][CH2:22][C:23]4[C:32]5[C:27](=[CH:28][CH:29]=[CH:30][CH:31]=5)[CH:26]=[CH:25][C:24]=4[CH3:33])=[O:20])[C:10]=3[O:11][C:7]2=[CH:6][C:5]=1[OH:37])\[CH3:2])[C:40]1[CH:45]=[CH:44][CH:43]=[CH:42][CH:41]=1. The catalyst class is: 83. (5) Reactant: [Cl:1][CH2:2][CH2:3][CH2:4][O:5][C:6]1[CH:11]=[CH:10][CH:9]=[CH:8][C:7]=1[N+:12]([O-])=O.[H][H]. Product: [Cl:1][CH2:2][CH2:3][CH2:4][O:5][C:6]1[CH:11]=[CH:10][CH:9]=[CH:8][C:7]=1[NH2:12]. The catalyst class is: 865.